This data is from Forward reaction prediction with 1.9M reactions from USPTO patents (1976-2016). The task is: Predict the product of the given reaction. Given the reactants I[C:2]1[C:3]([NH:8][C@H:9]([C:11]2[N:16]([C:17]3[CH:22]=[CH:21][CH:20]=[CH:19][CH:18]=3)[C:15](=[O:23])[C:14]3=[CH:24][CH:25]=[CH:26][N:13]3[N:12]=2)[CH3:10])=[N:4][CH:5]=[N:6][CH:7]=1.[F:27][C:28]1[CH:29]=[C:30](B(O)O)[CH:31]=[C:32]([OH:34])[CH:33]=1.C(=O)([O-])[O-].[Na+].[Na+], predict the reaction product. The product is: [F:27][C:28]1[CH:29]=[C:30]([C:2]2[C:3]([NH:8][C@H:9]([C:11]3[N:16]([C:17]4[CH:22]=[CH:21][CH:20]=[CH:19][CH:18]=4)[C:15](=[O:23])[C:14]4=[CH:24][CH:25]=[CH:26][N:13]4[N:12]=3)[CH3:10])=[N:4][CH:5]=[N:6][CH:7]=2)[CH:31]=[C:32]([OH:34])[CH:33]=1.